The task is: Regression/Classification. Given a drug SMILES string, predict its toxicity properties. Task type varies by dataset: regression for continuous values (e.g., LD50, hERG inhibition percentage) or binary classification for toxic/non-toxic outcomes (e.g., AMES mutagenicity, cardiotoxicity, hepatotoxicity). Dataset: herg_karim.. This data is from hERG potassium channel inhibition data for cardiac toxicity prediction from Karim et al.. (1) The drug is CCCNS(=O)(=O)c1ccc(-c2ccc(CCN3CCC[C@H]3C)cc2)cc1. The result is 1 (blocker). (2) The compound is CCOC1CN(C2CCC(O)(c3ccc(C)cc3)CC2)CC1NC(=O)CNC(=O)c1cccc(C(F)(F)F)c1. The result is 0 (non-blocker). (3) The compound is O=C(NC1CCN(Cc2ccc(OCCCN3C(=O)CSC3=O)c(F)c2)CC1)c1cc(=O)c2ccc(F)cc2o1. The result is 1 (blocker). (4) The molecule is CCc1ncc([C@]2(O)CC[C@H](N3CC(NC(=O)CNC(=O)c4cccc(C(F)(F)F)c4)C3)CC2)s1. The result is 0 (non-blocker).